This data is from Ames mutagenicity test results for genotoxicity prediction. The task is: Regression/Classification. Given a drug SMILES string, predict its toxicity properties. Task type varies by dataset: regression for continuous values (e.g., LD50, hERG inhibition percentage) or binary classification for toxic/non-toxic outcomes (e.g., AMES mutagenicity, cardiotoxicity, hepatotoxicity). Dataset: ames. (1) The drug is Cc1ccc(N(CCO)CCO)cc1. The result is 1 (mutagenic). (2) The compound is Cc1c2c(c3ccc4ccccc4c3c1C)CCC2C. The result is 1 (mutagenic). (3) The compound is OC1C2(Cl)C3(Cl)C4(Cl)C(Cl)(Cl)C5(Cl)C3(Cl)C1(Cl)C5(Cl)C24Cl. The result is 0 (non-mutagenic). (4) The result is 1 (mutagenic). The drug is COC(=O)C12OC1(C)C(C)(O)NC2=O. (5) The drug is Cc1cc(=O)oc2cc(N)ccc12. The result is 0 (non-mutagenic). (6) The drug is Oc1cccc2c1ccc1[nH]c3ccc4ccccc4c3c12. The result is 1 (mutagenic).